This data is from Catalyst prediction with 721,799 reactions and 888 catalyst types from USPTO. The task is: Predict which catalyst facilitates the given reaction. Reactant: [CH2:1]([O:3][S:4]([CH2:7]P(OCC)(OCC)=O)(=[O:6])=[O:5])[CH3:2].C([Li])CCC.[Cl:21][C:22]1[N:30]=[CH:29][N:28]=[C:27]2[C:23]=1[N:24]=[CH:25][N:26]2[CH:31]1[CH:35]2[O:36][C:37]([CH3:40])([CH3:39])[O:38][CH:34]2[CH:33]([CH:41]=O)[O:32]1. Product: [Cl:21][C:22]1[N:30]=[CH:29][N:28]=[C:27]2[C:23]=1[N:24]=[CH:25][N:26]2[C@H:31]1[C@@H:35]2[O:36][C:37]([CH3:40])([CH3:39])[O:38][C@@H:34]2[C@@H:33]([CH:41]=[CH:7][S:4]([O:3][CH2:1][CH3:2])(=[O:5])=[O:6])[O:32]1. The catalyst class is: 134.